From a dataset of Forward reaction prediction with 1.9M reactions from USPTO patents (1976-2016). Predict the product of the given reaction. Given the reactants [N:1]1([C:6]([NH:8][C:9]2[NH:10][C:11]([CH3:16])=[CH:12][C:13](=[O:15])[N:14]=2)=[O:7])[CH:5]=[CH:4]N=C1.C[O:18][CH2:19][CH2:20][O:21][CH2:22][CH2:23][O:24][CH2:25][CH2:26][O:27][CH2:28][CH2:29][O:30][CH2:31][CH2:32][O:33][CH2:34][CH2:35][O:36][CH2:37]CN, predict the reaction product. The product is: [CH3:37][O:36][CH2:35][CH2:34][O:33][CH2:32][CH2:31][O:30][CH2:29][CH2:28][O:27][CH2:26][CH2:25][O:24][CH2:23][CH2:22][O:21][CH2:20][CH2:19][O:18][CH2:4][CH2:5][NH:1][C:6]([NH:8][C:9]1[NH:10][C:11]([CH3:16])=[CH:12][C:13](=[O:15])[N:14]=1)=[O:7].